This data is from Reaction yield outcomes from USPTO patents with 853,638 reactions. The task is: Predict the reaction yield, written as a fraction of the theoretical maximum amount of product (1.0 means a 100% yield; for example, 0.34 means a 34% yield). (1) The reactants are [CH3:1][C:2]1[NH:3][C:4]2[C:9]([CH:10]=1)=[CH:8][C:7]([C:11]1[C:20]([N:21]3[CH2:25][CH2:24][CH2:23][C@@H:22]3[CH3:26])=[N:19][C:18]3[C:13](=[CH:14][CH:15]=[C:16]([C:27]([O:29]C)=[O:28])[CH:17]=3)[N:12]=1)=[CH:6][CH:5]=2.[OH-].[Na+]. The catalyst is CO.O. The product is [CH3:1][C:2]1[NH:3][C:4]2[C:9]([CH:10]=1)=[CH:8][C:7]([C:11]1[C:20]([N:21]3[CH2:25][CH2:24][CH2:23][C@@H:22]3[CH3:26])=[N:19][C:18]3[C:13](=[CH:14][CH:15]=[C:16]([C:27]([OH:29])=[O:28])[CH:17]=3)[N:12]=1)=[CH:6][CH:5]=2. The yield is 0.740. (2) The reactants are C1COCC1.[N:6]([CH2:9][CH2:10][O:11][CH2:12][CH2:13][O:14][CH2:15][CH2:16][O:17][CH2:18][CH2:19][O:20][C:21]12[CH2:30][CH:25]3[CH2:26][CH:27]([CH2:29][CH:23]([CH2:24]3)[CH2:22]1)[CH2:28]2)=[N+]=[N-].C1(P(C2C=CC=CC=2)C2C=CC=CC=2)C=CC=CC=1. The catalyst is O. The product is [C:21]12([O:20][CH2:19][CH2:18][O:17][CH2:16][CH2:15][O:14][CH2:13][CH2:12][O:11][CH2:10][CH2:9][NH2:6])[CH2:22][CH:23]3[CH2:24][CH:25]([CH2:26][CH:27]([CH2:29]3)[CH2:28]1)[CH2:30]2. The yield is 0.550. (3) The reactants are CS[C:3]([N:6]1[CH2:11][CH2:10][CH2:9][CH2:8][CH:7]1[C:12]1[N:13]=[N:14][N:15]([C:17]2[CH:22]=[CH:21][CH:20]=[C:19]([Cl:23])[CH:18]=2)[N:16]=1)=[N:4][CH3:5].[F:24][CH:25]([F:37])[O:26][C:27]1[CH:36]=[CH:35][C:30]([C:31]([NH:33][NH2:34])=O)=[CH:29][CH:28]=1. The catalyst is C(O)C.O. The product is [Cl:23][C:19]1[CH:18]=[C:17]([N:15]2[N:14]=[N:13][C:12]([CH:7]3[CH2:8][CH2:9][CH2:10][CH2:11][N:6]3[C:3]3[N:4]([CH3:5])[C:31]([C:30]4[CH:35]=[CH:36][C:27]([O:26][CH:25]([F:37])[F:24])=[CH:28][CH:29]=4)=[N:33][N:34]=3)=[N:16]2)[CH:22]=[CH:21][CH:20]=1. The yield is 0.380.